Dataset: Reaction yield outcomes from USPTO patents with 853,638 reactions. Task: Predict the reaction yield, written as a fraction of the theoretical maximum amount of product (1.0 means a 100% yield; for example, 0.34 means a 34% yield). (1) The reactants are [CH3:1][C:2]1[CH:7]=[C:6]([CH3:8])[CH:5]=[CH:4][C:3]=1[C@@H:9]([NH:16][C:17](=[O:41])[CH2:18][C:19]1[CH:20]=[CH:21][C:22]2[O:26][C:25]([CH:27]([C:34]3[CH:39]=[CH:38][N:37]=[CH:36][CH:35]=3)[CH2:28][C:29]([O:31]CC)=[O:30])=[CH:24][C:23]=2[CH:40]=1)[C:10]1[CH:15]=[CH:14][CH:13]=[CH:12][CH:11]=1.[Li+].[OH-].Cl. The catalyst is C1COCC1. The product is [CH3:1][C:2]1[CH:7]=[C:6]([CH3:8])[CH:5]=[CH:4][C:3]=1[C@@H:9]([NH:16][C:17](=[O:41])[CH2:18][C:19]1[CH:20]=[CH:21][C:22]2[O:26][C:25]([CH:27]([C:34]3[CH:35]=[CH:36][N:37]=[CH:38][CH:39]=3)[CH2:28][C:29]([OH:31])=[O:30])=[CH:24][C:23]=2[CH:40]=1)[C:10]1[CH:11]=[CH:12][CH:13]=[CH:14][CH:15]=1. The yield is 0.100. (2) The reactants are C([O:8][C@H:9]1[C@H:13]2[O:14][CH2:15][C@@:10]1([CH2:26][O:27]C(=O)C1C=CC=CC=1)[O:11][C@H:12]2[N:16]1[CH:24]=[N:23][C:22]2[C:17]1=[N:18][CH:19]=[N:20][C:21]=2[NH2:25])C1C=CC=CC=1.[C:36](Cl)(=[O:43])[C:37]1[CH:42]=[CH:41][CH:40]=[CH:39][CH:38]=1. The catalyst is CO.C1CCCCC=1.CO.ClCCl.[OH-].[OH-].[Pd+2]. The product is [OH:8][C@H:9]1[C@H:13]2[O:14][CH2:15][C@:10]1([CH2:26][OH:27])[O:11][C@H:12]2[N:16]1[CH:24]=[N:23][C:22]2[C:17]1=[N:18][CH:19]=[N:20][C:21]=2[NH:25][C:36](=[O:43])[C:37]1[CH:42]=[CH:41][CH:40]=[CH:39][CH:38]=1. The yield is 0.700. (3) The reactants are [CH2:1]([O:8][C:9]1[CH:14]=[C:13]([N+:15]([O-])=O)[C:12]([Br:18])=[CH:11][C:10]=1[O:19][CH3:20])[C:2]1[CH:7]=[CH:6][CH:5]=[CH:4][CH:3]=1.C(O)C.Cl. The catalyst is O. The product is [CH2:1]([O:8][C:9]1[C:10]([O:19][CH3:20])=[CH:11][C:12]([Br:18])=[C:13]([CH:14]=1)[NH2:15])[C:2]1[CH:3]=[CH:4][CH:5]=[CH:6][CH:7]=1. The yield is 0.700. (4) The reactants are [I:1][C:2]1[CH:7]=[CH:6][C:5]([C:8]2[N:9]=[C:10]([C@H:14]([NH:16][CH3:17])[CH3:15])[N:11]([CH3:13])[CH:12]=2)=[CH:4][CH:3]=1.Cl[C:19]([O:21][CH3:22])=[O:20].C([O-])([O-])=O.[Na+].[Na+].C1COCC1. The catalyst is O.CCOC(C)=O. The product is [I:1][C:2]1[CH:3]=[CH:4][C:5]([C:8]2[N:9]=[C:10]([C@H:14]([N:16]([CH3:17])[C:19](=[O:20])[O:21][CH3:22])[CH3:15])[N:11]([CH3:13])[CH:12]=2)=[CH:6][CH:7]=1. The yield is 0.410. (5) The reactants are [N:1]1([C:7]2[N:15]=[C:14]([C:16]3[CH:17]=[C:18]([OH:22])[CH:19]=[CH:20][CH:21]=3)[N:13]=[C:12]3[C:8]=2[N:9]=[CH:10][N:11]3[CH:23]2[CH2:28][CH2:27][NH:26][CH2:25][CH2:24]2)[CH2:6][CH2:5][O:4][CH2:3][CH2:2]1.[BH3-]C#N.[Na+].[CH3:33][N:34]([CH3:47])[C:35]1[C:44]2[C:39](=[CH:40][CH:41]=[CH:42][CH:43]=2)[C:38]([CH:45]=O)=[CH:37][CH:36]=1. The catalyst is CO.[Cl-].[Zn+2].[Cl-]. The product is [CH3:33][N:34]([CH3:47])[C:35]1[C:44]2[C:39](=[CH:40][CH:41]=[CH:42][CH:43]=2)[C:38]([CH2:45][N:26]2[CH2:27][CH2:28][CH:23]([N:11]3[CH:10]=[N:9][C:8]4[C:12]3=[N:13][C:14]([C:16]3[CH:17]=[C:18]([OH:22])[CH:19]=[CH:20][CH:21]=3)=[N:15][C:7]=4[N:1]3[CH2:6][CH2:5][O:4][CH2:3][CH2:2]3)[CH2:24][CH2:25]2)=[CH:37][CH:36]=1. The yield is 0.430. (6) The reactants are [CH:1]1[C:13]2[NH:12][C:11]3[C:6](=[CH:7][CH:8]=[CH:9][CH:10]=3)[C:5]=2[CH:4]=[CH:3][CH:2]=1.Cl[C:15]([CH3:18])([CH3:17])[CH3:16]. The catalyst is [Cl-].[Cl-].[Zn+2].[N+](C)([O-])=O. The product is [CH3:16][C:15]([C:3]1[CH:2]=[CH:1][C:13]2[NH:12][C:11]3[C:6]([C:5]=2[CH:4]=1)=[CH:7][C:8]([C:5]([CH3:6])([CH3:13])[CH3:4])=[CH:9][CH:10]=3)([CH3:18])[CH3:17]. The yield is 0.320. (7) The reactants are [C:1]([O:5][C:6]([N:8]1[C@H:12]([CH2:13][N:14]2[CH:18]=[CH:17][C:16]([N+:19]([O-])=O)=[N:15]2)[CH2:11][O:10][C:9]1([CH3:23])[CH3:22])=[O:7])([CH3:4])([CH3:3])[CH3:2].[H][H]. The catalyst is [Pd].C(O)C. The product is [C:1]([O:5][C:6]([N:8]1[C@H:12]([CH2:13][N:14]2[CH:18]=[CH:17][C:16]([NH2:19])=[N:15]2)[CH2:11][O:10][C:9]1([CH3:23])[CH3:22])=[O:7])([CH3:4])([CH3:2])[CH3:3]. The yield is 0.970. (8) The reactants are Br[C:2]1[CH:3]=[N:4][CH:5]=[C:6]([O:8][CH2:9][C@H:10]2[CH2:14][CH2:13][CH2:12][N:11]2[C:15]([O:17][C:18]([CH3:21])([CH3:20])[CH3:19])=[O:16])[CH:7]=1.[N:22]1[CH:27]=[CH:26][CH:25]=[C:24]([CH2:28][O:29][CH2:30][CH2:31][CH:32]2[CH2:37][CH2:36][NH:35][CH2:34][CH2:33]2)[CH:23]=1.CC(C)([O-])C.[K+]. The catalyst is C1(C)C=CC=CC=1.CCOC(C)=O.C1C=CC(/C=C/C(/C=C/C2C=CC=CC=2)=O)=CC=1.C1C=CC(/C=C/C(/C=C/C2C=CC=CC=2)=O)=CC=1.C1C=CC(/C=C/C(/C=C/C2C=CC=CC=2)=O)=CC=1.[Pd].[Pd].C1(P(C2C=CC=CC=2)C2C3OC4C(=CC=CC=4P(C4C=CC=CC=4)C4C=CC=CC=4)C(C)(C)C=3C=CC=2)C=CC=CC=1. The product is [C:18]([O:17][C:15]([N:11]1[CH2:12][CH2:13][CH2:14][C@H:10]1[CH2:9][O:8][C:6]1[CH:5]=[N:4][CH:3]=[C:2]([N:35]2[CH2:34][CH2:33][CH:32]([CH2:31][CH2:30][O:29][CH2:28][C:24]3[CH:23]=[N:22][CH:27]=[CH:26][CH:25]=3)[CH2:37][CH2:36]2)[CH:7]=1)=[O:16])([CH3:21])([CH3:20])[CH3:19]. The yield is 0.890.